From a dataset of Forward reaction prediction with 1.9M reactions from USPTO patents (1976-2016). Predict the product of the given reaction. Given the reactants [Cl:1][C:2]1[N:7]=[C:6](Cl)[CH:5]=[CH:4][N:3]=1.CC1(C)C(C)(C)OB([C:17]2[CH:22]=[CH:21][CH:20]=[C:19]([N+:23]([O-:25])=[O:24])[C:18]=2[CH3:26])O1.C1C=CC=CC=1.C(=O)([O-])[O-].[Na+].[Na+], predict the reaction product. The product is: [Cl:1][C:2]1[N:7]=[C:6]([C:17]2[CH:22]=[CH:21][CH:20]=[C:19]([N+:23]([O-:25])=[O:24])[C:18]=2[CH3:26])[CH:5]=[CH:4][N:3]=1.